Task: Predict the reactants needed to synthesize the given product.. Dataset: Full USPTO retrosynthesis dataset with 1.9M reactions from patents (1976-2016) (1) Given the product [F:29][C:11]1[C:12]([F:28])=[C:13]([O:16][C@H:17]2[CH2:21][CH2:20][CH2:19][C@@H:18]2[C:22]2[N:26]([CH3:27])[N:25]=[CH:24][CH:23]=2)[CH:14]=[CH:15][C:10]=1[S:7]([NH:6][C:30]1[CH:35]=[CH:34][N:33]=[CH:32][N:31]=1)(=[O:8])=[O:9], predict the reactants needed to synthesize it. The reactants are: COC1C=C(OC)C=CC=1C[N:6]([C:30]1[CH:35]=[CH:34][N:33]=[CH:32][N:31]=1)[S:7]([C:10]1[CH:15]=[CH:14][C:13]([O:16][C@H:17]2[CH2:21][CH2:20][CH2:19][C@@H:18]2[C:22]2[N:26]([CH3:27])[N:25]=[CH:24][CH:23]=2)=[C:12]([F:28])[C:11]=1[F:29])(=[O:9])=[O:8].C([SiH](CC)CC)C.FC(F)(F)C(O)=O. (2) The reactants are: C([N:8]1[CH2:13][CH2:12][CH:11]([NH:14][CH:15]([CH2:18][OH:19])[CH2:16][OH:17])[CH2:10][CH2:9]1)C1C=CC=CC=1.[H][H]. Given the product [OH:19][CH2:18][CH:15]([NH:14][CH:11]1[CH2:10][CH2:9][NH:8][CH2:13][CH2:12]1)[CH2:16][OH:17], predict the reactants needed to synthesize it. (3) Given the product [C:32]([O:8][CH:3]1[CH2:4][CH2:5][CH2:6][CH2:7][CH:2]1[NH:1][S:19]([C:18]([F:31])([F:30])[F:17])(=[O:21])=[O:20])(=[O:36])[C:33]([CH3:35])=[CH2:34], predict the reactants needed to synthesize it. The reactants are: [NH2:1][CH:2]1[CH2:7][CH2:6][CH2:5][CH2:4][CH:3]1[OH:8].N1C(C)=CC=CC=1C.[F:17][C:18]([F:31])([F:30])[S:19](O[S:19]([C:18]([F:31])([F:30])[F:17])(=[O:21])=[O:20])(=[O:21])=[O:20].[C:32](Cl)(=[O:36])[C:33]([CH3:35])=[CH2:34].